Dataset: Forward reaction prediction with 1.9M reactions from USPTO patents (1976-2016). Task: Predict the product of the given reaction. (1) The product is: [NH2:19][C:16]1[CH:17]=[CH:18][C:10]([N:7]2[CH2:6][CH2:5][N:4]([CH:1]([CH3:3])[CH3:2])[CH2:9][CH2:8]2)=[C:11]2[C:15]=1[C:14](=[O:22])[N:13]([CH3:23])[CH2:12]2. Given the reactants [CH:1]([N:4]1[CH2:9][CH2:8][N:7]([C:10]2[CH:18]=[CH:17][C:16]([N+:19]([O-])=O)=[C:15]3[C:11]=2[CH2:12][N:13]([CH3:23])[C:14]3=[O:22])[CH2:6][CH2:5]1)([CH3:3])[CH3:2].Cl.[OH-].[Na+], predict the reaction product. (2) Given the reactants Cl[CH2:2][Si:3]([CH3:6])([CH3:5])[CH3:4].[Cl:7][C:8]1[CH:13]=[CH:12][C:11]([CH2:14][CH2:15][NH2:16])=[CH:10][CH:9]=1.C([O-])([O-])=O.[K+].[K+], predict the reaction product. The product is: [Cl:7][C:8]1[CH:13]=[CH:12][C:11]([CH2:14][CH2:15][NH:16][CH2:2][Si:3]([CH3:6])([CH3:5])[CH3:4])=[CH:10][CH:9]=1. (3) Given the reactants [CH2:1]([O:3][C:4]1[CH:5]=[C:6]([CH:9]=[CH:10][C:11]=1[OH:12])[CH:7]=[O:8])[CH3:2].Br[CH2:14][CH:15]=[C:16]([CH3:18])[CH3:17].C([O-])([O-])=O.[K+].[K+].C(OC1C=C(C=CC=1C)C=O)C, predict the reaction product. The product is: [CH2:1]([O:3][C:4]1[CH:5]=[C:6]([CH:9]=[CH:10][C:11]=1[O:12][CH2:14][CH:15]=[C:16]([CH3:18])[CH3:17])[CH:7]=[O:8])[CH3:2]. (4) Given the reactants Br[C:2]1[CH:3]=[C:4]2[C:8](=[CH:9][CH:10]=1)[C:7](=[O:11])[N:6]([CH2:12][CH2:13][C:14]1[CH:19]=[CH:18][C:17]([CH:20]([N:22]3[CH2:26][CH2:25][CH2:24][CH2:23]3)[CH3:21])=[CH:16][CH:15]=1)[C:5]2=[O:27].[F:28][C:29]1[CH:34]=[CH:33][C:32](OB(O)O)=[CH:31][CH:30]=1, predict the reaction product. The product is: [F:28][C:29]1[CH:34]=[CH:33][C:32]([C:2]2[CH:3]=[C:4]3[C:8](=[CH:9][CH:10]=2)[C:7](=[O:11])[N:6]([CH2:12][CH2:13][C:14]2[CH:15]=[CH:16][C:17]([CH:20]([N:22]4[CH2:23][CH2:24][CH2:25][CH2:26]4)[CH3:21])=[CH:18][CH:19]=2)[C:5]3=[O:27])=[CH:31][CH:30]=1. (5) Given the reactants [Si:1]([O:8][CH2:9][C:10]1[S:14][C:13]([Cl:15])=[C:12]([CH:16]=[O:17])[CH:11]=1)([C:4]([CH3:7])([CH3:6])[CH3:5])([CH3:3])[CH3:2].[Cl:18][C:19]1[CH:20]=[C:21]([Mg]Br)[CH:22]=[CH:23][CH:24]=1, predict the reaction product. The product is: [Si:1]([O:8][CH2:9][C:10]1[S:14][C:13]([Cl:15])=[C:12]([CH:16]([C:23]2[CH:22]=[CH:21][CH:20]=[C:19]([Cl:18])[CH:24]=2)[OH:17])[CH:11]=1)([C:4]([CH3:7])([CH3:6])[CH3:5])([CH3:3])[CH3:2]. (6) The product is: [F:24][C:25]1[CH:30]=[CH:29][C:28]([S:31]([NH:1][C:2]2[CH:7]=[N:6][CH:5]=[C:4]([C:8]3[S:12][C:11]([C:13]4[CH:14]=[C:15]5[C:19](=[CH:20][CH:21]=4)[C:18](=[O:22])[N:17]([CH3:23])[CH2:16]5)=[CH:10][CH:9]=3)[CH:3]=2)(=[O:32])=[O:33])=[CH:27][C:26]=1[C:35]([F:38])([F:36])[F:37]. Given the reactants [NH2:1][C:2]1[CH:3]=[C:4]([C:8]2[S:12][C:11]([C:13]3[CH:14]=[C:15]4[C:19](=[CH:20][CH:21]=3)[C:18](=[O:22])[N:17]([CH3:23])[CH2:16]4)=[CH:10][CH:9]=2)[CH:5]=[N:6][CH:7]=1.[F:24][C:25]1[CH:30]=[CH:29][C:28]([S:31](Cl)(=[O:33])=[O:32])=[CH:27][C:26]=1[C:35]([F:38])([F:37])[F:36], predict the reaction product.